From a dataset of Forward reaction prediction with 1.9M reactions from USPTO patents (1976-2016). Predict the product of the given reaction. Given the reactants [F:1][C:2]1[C:7]2[N:8]3[C:25]([C:26]#[N:27])=[CH:24][CH:23]=[C:9]3[C:10]3([CH2:16][CH2:15][N:14](C(=O)C(F)(F)F)[CH2:13][CH2:12]3)[O:11][C:6]=2[CH:5]=[CH:4][CH:3]=1.C([O-])([O-])=O.[K+].[K+].O, predict the reaction product. The product is: [F:1][C:2]1[C:7]2[N:8]3[C:25]([C:26]#[N:27])=[CH:24][CH:23]=[C:9]3[C:10]3([CH2:16][CH2:15][NH:14][CH2:13][CH2:12]3)[O:11][C:6]=2[CH:5]=[CH:4][CH:3]=1.